This data is from Reaction yield outcomes from USPTO patents with 853,638 reactions. The task is: Predict the reaction yield, written as a fraction of the theoretical maximum amount of product (1.0 means a 100% yield; for example, 0.34 means a 34% yield). The product is [NH:1]1[C:9]2[C:4](=[CH:5][CH:6]=[CH:7][CH:8]=2)[CH:3]=[C:2]1[CH:10]=[O:11]. The reactants are [NH:1]1[C:9]2[C:4](=[CH:5][CH:6]=[CH:7][CH:8]=2)[CH:3]=[C:2]1[CH2:10][OH:11].I(C1C=CC=CC=1C(O)=O)(=O)=O. The catalyst is C(OCC)(=O)C. The yield is 0.500.